The task is: Predict the reaction yield, written as a fraction of the theoretical maximum amount of product (1.0 means a 100% yield; for example, 0.34 means a 34% yield).. This data is from Reaction yield outcomes from USPTO patents with 853,638 reactions. (1) The reactants are [Cl:1][C:2]1[CH:7]=[CH:6][C:5]([CH:8]2[CH2:12][N:11]([C:13]([O:15][C:16]([CH3:19])([CH3:18])[CH3:17])=[O:14])[CH:10](OC)[CH2:9]2)=[CH:4][C:3]=1[CH3:22].[BH4-].[Na+].C([O-])(O)=O.[Na+]. The product is [C:16]([O:15][C:13]([N:11]1[CH2:10][CH2:9][CH:8]([C:5]2[CH:6]=[CH:7][C:2]([Cl:1])=[C:3]([CH3:22])[CH:4]=2)[CH2:12]1)=[O:14])([CH3:19])([CH3:18])[CH3:17]. The catalyst is C(O)(=O)C. The yield is 0.970. (2) The reactants are [CH3:1][C:2]1([CH3:15])[CH2:14][C:5]2[C:6]3[CH2:11][CH2:10][NH:9][C:8](=[O:12])[C:7]=3[S:13][C:4]=2[CH2:3]1.[C:16]([O:19][CH2:20][C:21]1[C:26]([Br:27])=[CH:25][C:24]([F:28])=[CH:23][C:22]=1Br)(=[O:18])[CH3:17].CC1(C)C2C(=C(P(C3C=CC=CC=3)C3C=CC=CC=3)C=CC=2)OC2C(P(C3C=CC=CC=3)C3C=CC=CC=3)=CC=CC1=2.C([O-])([O-])=O.[Cs+].[Cs+]. The catalyst is O1CCOCC1.C1C=CC(/C=C/C(/C=C/C2C=CC=CC=2)=O)=CC=1.C1C=CC(/C=C/C(/C=C/C2C=CC=CC=2)=O)=CC=1.C1C=CC(/C=C/C(/C=C/C2C=CC=CC=2)=O)=CC=1.[Pd].[Pd]. The product is [C:16]([O:19][CH2:20][C:21]1[C:22]([N:9]2[CH2:10][CH2:11][C:6]3[C:5]4[CH2:14][C:2]([CH3:15])([CH3:1])[CH2:3][C:4]=4[S:13][C:7]=3[C:8]2=[O:12])=[CH:23][C:24]([F:28])=[CH:25][C:26]=1[Br:27])(=[O:18])[CH3:17]. The yield is 0.710. (3) The reactants are [CH2:1]([O:3][C:4](=[O:27])[CH:5]([C:13]1[CH:18]=[CH:17][CH:16]=[C:15]([O:19][CH2:20][C:21]2[CH:26]=[CH:25][CH:24]=[CH:23][CH:22]=2)[CH:14]=1)[C:6](=O)C(OCC)=O)[CH3:2].C=O.C(=O)([O-])[O-].[K+].[K+]. The catalyst is O.CCCCCC. The product is [CH2:1]([O:3][C:4](=[O:27])[C:5]([C:13]1[CH:18]=[CH:17][CH:16]=[C:15]([O:19][CH2:20][C:21]2[CH:26]=[CH:25][CH:24]=[CH:23][CH:22]=2)[CH:14]=1)=[CH2:6])[CH3:2]. The yield is 0.550. (4) The reactants are [NH2:1][C:2]1[CH:30]=[CH:29][C:5]2[NH:6][C:7]([C:12]3[C:13](=[O:28])[N:14]([CH2:23][CH2:24][CH:25]([CH3:27])[CH3:26])[C:15]4[C:20]([C:21]=3[OH:22])=[CH:19][CH:18]=[CH:17][N:16]=4)=[N:8][S:9](=[O:11])(=[O:10])[C:4]=2[CH:3]=1.[C:31](OC(=O)C)(=[O:33])[CH3:32].O. The catalyst is N1C=CC=CC=1. The product is [OH:22][C:21]1[C:20]2[C:15](=[N:16][CH:17]=[CH:18][CH:19]=2)[N:14]([CH2:23][CH2:24][CH:25]([CH3:27])[CH3:26])[C:13](=[O:28])[C:12]=1[C:7]1[NH:6][C:5]2[CH:29]=[CH:30][C:2]([NH:1][C:31](=[O:33])[CH3:32])=[CH:3][C:4]=2[S:9](=[O:11])(=[O:10])[N:8]=1. The yield is 0.720. (5) The reactants are [N+:1]([C:4]1[CH:12]=[CH:11][CH:10]=[C:9]2[C:5]=1[CH:6]=[CH:7][NH:8]2)([O-:3])=[O:2].C([Mg]Br)C.[CH3:17][C:18]1([CH3:26])[C:20]([CH3:22])([CH3:21])[CH:19]1[C:23](Cl)=[O:24]. The product is [N+:1]([C:4]1[CH:12]=[CH:11][CH:10]=[C:9]2[C:5]=1[C:6]([C:23]([CH:19]1[C:20]([CH3:22])([CH3:21])[C:18]1([CH3:26])[CH3:17])=[O:24])=[CH:7][NH:8]2)([O-:3])=[O:2]. The yield is 0.0800. The catalyst is ClCCl.[Cl-].[Zn+2].[Cl-]. (6) The reactants are [CH2:1]([N:8]1[CH:12]=[C:11]([C:13](OCC)=[O:14])[C:10]([O:18][CH2:19][C:20]2[CH:25]=[CH:24][C:23]([O:26][CH3:27])=[C:22]([O:28][CH2:29][C:30]3[N:31]=[C:32]([C:36]4[O:37][CH:38]=[CH:39][CH:40]=4)[O:33][C:34]=3[CH3:35])[CH:21]=2)=[N:9]1)[C:2]1[CH:7]=[CH:6][CH:5]=[CH:4][CH:3]=1.[H-].[Al+3].[Li+].[H-].[H-].[H-].O.O.O.O.O.O.O.O.O.O.S([O-])([O-])(=O)=O.[Na+].[Na+]. The catalyst is O1CCCC1.C(OCC)(=O)C. The product is [CH2:1]([N:8]1[CH:12]=[C:11]([CH2:13][OH:14])[C:10]([O:18][CH2:19][C:20]2[CH:25]=[CH:24][C:23]([O:26][CH3:27])=[C:22]([O:28][CH2:29][C:30]3[N:31]=[C:32]([C:36]4[O:37][CH:38]=[CH:39][CH:40]=4)[O:33][C:34]=3[CH3:35])[CH:21]=2)=[N:9]1)[C:2]1[CH:3]=[CH:4][CH:5]=[CH:6][CH:7]=1. The yield is 0.860. (7) The reactants are [Br-].[CH2:2]([P+](C1C=CC=CC=1)(C1C=CC=CC=1)C1C=CC=CC=1)[CH2:3][C:4]1[CH:9]=[CH:8][CH:7]=[CH:6][CH:5]=1.[Li]CCCC.[CH:34]([C:37]1[CH:38]=[C:39]([CH:43]([CH3:47])[CH2:44][CH:45]=O)[CH:40]=[CH:41][CH:42]=1)([CH3:36])[CH3:35]. No catalyst specified. The product is [CH:34]([C:37]1[CH:42]=[CH:41][CH:40]=[C:39]([CH:43]([CH2:44][CH:45]=[CH:2][CH2:3][C:4]2[CH:5]=[CH:6][CH:7]=[CH:8][CH:9]=2)[CH3:47])[CH:38]=1)([CH3:36])[CH3:35]. The yield is 0.820. (8) The reactants are [H-].[Na+].[C:3]([C:5]1[CH:27]=[CH:26][C:8]([CH2:9][N:10]2[CH2:17][CH:16]3[O:18][CH:12]([CH2:13][N:14]([CH2:19][CH2:20][NH:21][S:22]([CH3:25])(=[O:24])=[O:23])[CH2:15]3)[CH2:11]2)=[CH:7][CH:6]=1)#[N:4].Br[CH2:29][C:30]1[CH:37]=[CH:36][C:33]([C:34]#[N:35])=[CH:32][CH:31]=1. The catalyst is O. The product is [C:34]([C:33]1[CH:36]=[CH:37][C:30]([CH2:29][N:21]([CH2:20][CH2:19][N:14]2[CH2:15][CH:16]3[O:18][CH:12]([CH2:11][N:10]([CH2:9][C:8]4[CH:7]=[CH:6][C:5]([C:3]#[N:4])=[CH:27][CH:26]=4)[CH2:17]3)[CH2:13]2)[S:22]([CH3:25])(=[O:24])=[O:23])=[CH:31][CH:32]=1)#[N:35]. The yield is 0.549. (9) The reactants are [O:1]([CH2:8][CH2:9][N:10]1[C@@H:19]([C:20]([NH:22][C@H:23]([C:25]2[CH:34]=[CH:33][C:28]([C:29]([O:31]C)=[O:30])=[CH:27][CH:26]=2)[CH3:24])=[O:21])[CH2:18][C:17]2[C:12](=[CH:13][CH:14]=[CH:15][CH:16]=2)[CH2:11]1)[C:2]1[CH:7]=[CH:6][CH:5]=[CH:4][CH:3]=1.[OH-].[Na+]. The catalyst is C1COCC1. The product is [O:1]([CH2:8][CH2:9][N:10]1[C@@H:19]([C:20]([NH:22][C@H:23]([C:25]2[CH:26]=[CH:27][C:28]([C:29]([OH:31])=[O:30])=[CH:33][CH:34]=2)[CH3:24])=[O:21])[CH2:18][C:17]2[C:12](=[CH:13][CH:14]=[CH:15][CH:16]=2)[CH2:11]1)[C:2]1[CH:7]=[CH:6][CH:5]=[CH:4][CH:3]=1. The yield is 0.600.